This data is from Forward reaction prediction with 1.9M reactions from USPTO patents (1976-2016). The task is: Predict the product of the given reaction. (1) Given the reactants [Br:1][C:2]1[O:6][C:5]([CH2:7][OH:8])=[C:4]([CH3:9])[CH:3]=1.[CH2:10]([O:12][C:13](=[O:26])[C@@H:14]([O:23][CH2:24][CH3:25])[CH2:15][C:16]1[CH:21]=[CH:20][C:19](O)=[CH:18][CH:17]=1)[CH3:11], predict the reaction product. The product is: [CH2:10]([O:12][C:13](=[O:26])[C@@H:14]([O:23][CH2:24][CH3:25])[CH2:15][C:16]1[CH:21]=[CH:20][C:19]([O:8][CH2:7][C:5]2[O:6][C:2]([Br:1])=[CH:3][C:4]=2[CH3:9])=[CH:18][CH:17]=1)[CH3:11]. (2) Given the reactants [Cl:1][C:2]1[CH:3]=[CH:4][C:5]([C:41]#[N:42])=[C:6]([C:8]2[C:13]([O:14][CH3:15])=[CH:12][N:11]([CH:16]([CH2:33][CH:34]3[CH2:39][CH2:38][CH2:37][O:36][CH2:35]3)[C:17]([NH:19][C:20]3[CH:32]=[CH:31][C:23]([C:24]([O:26]C(C)(C)C)=[O:25])=[CH:22][CH:21]=3)=[O:18])[C:10](=[O:40])[CH:9]=2)[CH:7]=1.C(O)(C(F)(F)F)=O, predict the reaction product. The product is: [Cl:1][C:2]1[CH:3]=[CH:4][C:5]([C:41]#[N:42])=[C:6]([C:8]2[C:13]([O:14][CH3:15])=[CH:12][N:11]([CH:16]([CH2:33][CH:34]3[CH2:39][CH2:38][CH2:37][O:36][CH2:35]3)[C:17]([NH:19][C:20]3[CH:32]=[CH:31][C:23]([C:24]([OH:26])=[O:25])=[CH:22][CH:21]=3)=[O:18])[C:10](=[O:40])[CH:9]=2)[CH:7]=1. (3) Given the reactants Cl.Cl.[O:3]1[C:8]2=[CH:9][CH:10]=[CH:11][C:7]2=[CH:6][C:5]([CH:12]2[CH2:17][CH2:16][CH2:15][CH2:14][N:13]2[CH2:18][CH2:19][C@H:20]2[CH2:25][CH2:24][C@H:23]([NH2:26])[CH2:22][CH2:21]2)=[CH:4]1.[CH2:27]([C:29]1[CH:37]=[CH:36][C:32]([C:33](O)=[O:34])=[CH:31][CH:30]=1)[CH3:28], predict the reaction product. The product is: [O:3]1[C:8]2=[CH:9][CH:10]=[CH:11][C:7]2=[CH:6][C:5]([CH:12]2[CH2:17][CH2:16][CH2:15][CH2:14][N:13]2[CH2:18][CH2:19][C@H:20]2[CH2:21][CH2:22][C@H:23]([NH:26][C:33](=[O:34])[C:32]3[CH:36]=[CH:37][C:29]([CH2:27][CH3:28])=[CH:30][CH:31]=3)[CH2:24][CH2:25]2)=[CH:4]1. (4) Given the reactants C[O:2][C:3]1[C:8]([C:9]2[CH:14]=[CH:13][C:12]([O:15][C:16]3[CH:21]=[CH:20][N:19]=[C:18]([C:22]4[CH:23]=[N:24][N:25]([CH3:27])[CH:26]=4)[CH:17]=3)=[C:11]([CH3:28])[N:10]=2)=[CH:7][N:6]=[C:5]([N:29]([CH3:31])[CH3:30])[N:4]=1.Br, predict the reaction product. The product is: [CH3:30][N:29]([CH3:31])[C:5]1[NH:4][C:3](=[O:2])[C:8]([C:9]2[CH:14]=[CH:13][C:12]([O:15][C:16]3[CH:21]=[CH:20][N:19]=[C:18]([C:22]4[CH:23]=[N:24][N:25]([CH3:27])[CH:26]=4)[CH:17]=3)=[C:11]([CH3:28])[N:10]=2)=[CH:7][N:6]=1. (5) Given the reactants C([N:4]1[C:8]([CH:9]2[CH2:11][CH2:10]2)=[CH:7][C:6]([NH:12][C:13]2[C:18]([C:19]#[CH:20])=[CH:17][N:16]=[C:15]([C:21]3[S:25][C:24]([S:26]([NH:29][C:30](=[O:32])[CH3:31])(=[O:28])=[O:27])=[CH:23][CH:22]=3)[N:14]=2)=[N:5]1)(=O)C.C([O-])([O-])=O.[K+].[K+], predict the reaction product. The product is: [CH:9]1([C:8]2[NH:4][N:5]=[C:6]([NH:12][C:13]3[C:18]([C:19]#[CH:20])=[CH:17][N:16]=[C:15]([C:21]4[S:25][C:24]([S:26]([NH:29][C:30](=[O:32])[CH3:31])(=[O:27])=[O:28])=[CH:23][CH:22]=4)[N:14]=3)[CH:7]=2)[CH2:11][CH2:10]1. (6) Given the reactants [C:1]([O:5][C:6]([N:8]1[CH2:13][CH2:12][N:11]([C:14]2=[N:15][C:16]3[CH:28]=[C:27]([Cl:29])[CH:26]=[CH:25][C:17]=3[O:18][C:19]3[CH:24]=[CH:23][CH:22]=[CH:21][C:20]2=3)[CH2:10][C@@H:9]1[CH2:30][C:31]([OH:33])=[O:32])=[O:7])([CH3:4])([CH3:3])[CH3:2].Cl.CN(C)CCCN=C=NCC.[CH3:46][CH:47](O)[CH2:48][C:49]([OH:52])([CH3:51])[CH3:50], predict the reaction product. The product is: [Cl:29][C:27]1[CH:26]=[CH:25][C:17]2[O:18][C:19]3[CH:24]=[CH:23][CH:22]=[CH:21][C:20]=3[C:14]([N:11]3[CH2:12][CH2:13][N:8]([C:6]([O:5][C:1]([CH3:4])([CH3:2])[CH3:3])=[O:7])[C@@H:9]([CH2:30][C:31]([O:33][C@@H:47]([CH2:48][C:49]([OH:52])([CH3:51])[CH3:50])[CH3:46])=[O:32])[CH2:10]3)=[N:15][C:16]=2[CH:28]=1. (7) Given the reactants [C:1]([C:3]1[CH:8]=[CH:7][C:6]([CH:9]([C:24]2[C:29](=[O:30])[CH2:28][CH:27]([C:31](F)(F)F)[CH2:26][C:25]=2[OH:35])[NH:10][C:11]([NH:13][C:14]2[CH:19]=[CH:18][CH:17]=[C:16]([C:20]([F:23])([F:22])[F:21])[CH:15]=2)=[O:12])=[CH:5][CH:4]=1)#[N:2].[CH3:36][O:37][C:38]1[CH:39]=C(C2CC(=O)CC(=O)C2)[CH:41]=[C:42]([O:46][CH3:47])[C:43]=1[O:44][CH3:45], predict the reaction product. The product is: [C:1]([C:3]1[CH:4]=[CH:5][C:6]([CH:9]([C:24]2[C:29](=[O:30])[CH2:28][CH:27]([C:31]3[CH:39]=[C:38]([O:37][CH3:36])[C:43]([O:44][CH3:45])=[C:42]([O:46][CH3:47])[CH:41]=3)[CH2:26][C:25]=2[OH:35])[NH:10][C:11]([NH:13][C:14]2[CH:19]=[CH:18][CH:17]=[C:16]([C:20]([F:22])([F:21])[F:23])[CH:15]=2)=[O:12])=[CH:7][CH:8]=1)#[N:2].